From a dataset of Catalyst prediction with 721,799 reactions and 888 catalyst types from USPTO. Predict which catalyst facilitates the given reaction. (1) Reactant: [CH3:1][C:2]1([CH3:25])[C:6]2[CH2:7][CH2:8][C@H:9]3[C@H:21]([C:5]=2[CH2:4][CH2:3]1)[C@@H:20]([OH:22])[C@H:19]([OH:23])[C@@H:18]1[C@:10]3([CH3:24])[CH2:11][C:12]2[CH:13]=[N:14][O:15][C:16]=2[CH2:17]1. Product: [CH:20]([C@@H:21]1[C@@H:9]([C@@:10]2([CH3:24])[CH2:11][C:12]3[CH:13]=[N:14][O:15][C:16]=3[CH2:17][C@@H:18]2[CH:19]=[O:23])[CH2:8][CH2:7][C:6]2[C:2]([CH3:25])([CH3:1])[CH2:3][CH2:4][C:5]1=2)=[O:22]. The catalyst class is: 249. (2) Reactant: [Cl:1][C:2]1[CH:7]=[C:6]([O:8][C:9]2[C:15]([F:16])=[CH:14][C:12]([NH2:13])=[C:11]([F:17])[CH:10]=2)[CH:5]=[CH:4][N:3]=1.C(N(CC)CC)C.[CH2:25]([O:27][C:28]1[CH:33]=[CH:32][N:31]([C:34]2[CH:39]=[CH:38][C:37]([F:40])=[CH:36][CH:35]=2)[C:30](=[O:41])[C:29]=1[C:42](Cl)=[O:43])[CH3:26]. Product: [Cl:1][C:2]1[CH:7]=[C:6]([O:8][C:9]2[C:15]([F:16])=[CH:14][C:12]([NH:13][C:42]([C:29]3[C:30](=[O:41])[N:31]([C:34]4[CH:35]=[CH:36][C:37]([F:40])=[CH:38][CH:39]=4)[CH:32]=[CH:33][C:28]=3[O:27][CH2:25][CH3:26])=[O:43])=[C:11]([F:17])[CH:10]=2)[CH:5]=[CH:4][N:3]=1. The catalyst class is: 1. (3) Reactant: [NH2:1][C:2]1[N:7]=[C:6]([NH2:8])[C:5]([O:9][C:10]2[C:11]([CH:20]([CH3:22])[CH3:21])=[CH:12][C:13]([O:18][CH3:19])=[C:14]([CH:17]=2)[C:15]#[N:16])=[CH:4][N:3]=1.[CH2:23](N)[CH2:24][NH2:25]. Product: [NH:16]1[CH2:23][CH2:24][N:25]=[C:15]1[C:14]1[C:13]([O:18][CH3:19])=[CH:12][C:11]([CH:20]([CH3:22])[CH3:21])=[C:10]([CH:17]=1)[O:9][C:5]1[C:6]([NH2:8])=[N:7][C:2]([NH2:1])=[N:3][CH:4]=1. The catalyst class is: 5. (4) Reactant: Br[C:2]1[CH:3]=[C:4]([C:12]([OH:15])([CH3:14])[CH3:13])[CH:5]=[C:6]([C:8]([OH:11])([CH3:10])[CH3:9])[CH:7]=1.[CH3:16][C:17]1([CH3:33])[C:21]([CH3:23])([CH3:22])[O:20][B:19]([B:19]2[O:20][C:21]([CH3:23])([CH3:22])[C:17]([CH3:33])([CH3:16])[O:18]2)[O:18]1.C([O-])(=O)C.[K+]. Product: [OH:15][C:12]([C:4]1[CH:5]=[C:6]([C:8]([OH:11])([CH3:10])[CH3:9])[CH:7]=[C:2]([B:19]2[O:20][C:21]([CH3:23])([CH3:22])[C:17]([CH3:33])([CH3:16])[O:18]2)[CH:3]=1)([CH3:14])[CH3:13]. The catalyst class is: 418. (5) Reactant: [CH3:1][O:2][CH2:3][C:4]1[CH:9]=[C:8]([C:10]2[O:14][N:13]=[C:12]([C:15]3[CH:16]=[C:17]([CH2:21][CH2:22][OH:23])[CH:18]=[CH:19][CH:20]=3)[N:11]=2)[CH:7]=[CH:6][C:5]=1[C:24]1[CH:29]=[CH:28][CH:27]=[CH:26][C:25]=1[CH3:30].CCN(C(C)C)C(C)C.[S:40](Cl)([CH3:43])(=[O:42])=[O:41]. Product: [CH3:43][S:40]([O:23][CH2:22][CH2:21][C:17]1[CH:18]=[CH:19][CH:20]=[C:15]([C:12]2[N:11]=[C:10]([C:8]3[CH:7]=[CH:6][C:5]([C:24]4[CH:29]=[CH:28][CH:27]=[CH:26][C:25]=4[CH3:30])=[C:4]([CH2:3][O:2][CH3:1])[CH:9]=3)[O:14][N:13]=2)[CH:16]=1)(=[O:42])=[O:41]. The catalyst class is: 2. (6) Reactant: [C:1]([C@@:3]1([CH2:31][CH3:32])[CH2:7][CH2:6][N:5]([C:8]2[CH:13]=[CH:12][N:11]=[C:10]([NH:14][C:15]3[CH:16]=[N:17][N:18]([C:20]([CH3:29])([CH3:28])[C:21]([O:23]C(C)(C)C)=[O:22])[CH:19]=3)[N:9]=2)[C:4]1=[O:30])#[N:2].[ClH:33]. The catalyst class is: 13. Product: [ClH:33].[C:1]([C@@:3]1([CH2:31][CH3:32])[CH2:7][CH2:6][N:5]([C:8]2[CH:13]=[CH:12][N:11]=[C:10]([NH:14][C:15]3[CH:16]=[N:17][N:18]([C:20]([CH3:28])([CH3:29])[C:21]([OH:23])=[O:22])[CH:19]=3)[N:9]=2)[C:4]1=[O:30])#[N:2]. (7) Reactant: C([O-])([O-])=O.[Cs+].[Cs+].CS(O[CH:12]1[CH2:17][CH2:16][O:15][CH:14]([C:18]2[C:23]([Cl:24])=[CH:22][C:21]([C:25]([F:28])([F:27])[F:26])=[CH:20][N:19]=2)[CH2:13]1)(=O)=O.[C:29]1([SH:35])[CH:34]=[CH:33][CH:32]=[CH:31][CH:30]=1. Product: [Cl:24][C:23]1[C:18]([CH:14]2[CH2:13][CH:12]([S:35][C:29]3[CH:34]=[CH:33][CH:32]=[C:31]([C:25]([F:28])([F:27])[F:26])[CH:30]=3)[CH2:17][CH2:16][O:15]2)=[N:19][CH:20]=[C:21]([C:25]([F:26])([F:27])[F:28])[CH:22]=1. The catalyst class is: 23. (8) Reactant: [O:1]=[O+][O-].[CH3:4][N:5]([CH:15]([C:19]1[CH:24]=[CH:23][CH:22]=[CH:21][CH:20]=1)[CH2:16][CH:17]=C)[S:6]([C:9]1[CH:14]=[CH:13][CH:12]=[CH:11][CH:10]=1)(=[O:8])=[O:7].[BH4-].[Na+]. Product: [OH:1][CH2:17][CH2:16][CH:15]([N:5]([CH3:4])[S:6]([C:9]1[CH:14]=[CH:13][CH:12]=[CH:11][CH:10]=1)(=[O:8])=[O:7])[C:19]1[CH:24]=[CH:23][CH:22]=[CH:21][CH:20]=1. The catalyst class is: 5. (9) The catalyst class is: 19. Product: [O:9]1[CH2:10][CH2:11][CH:6]([CH:4]([NH2:1])[CH3:5])[CH2:7][CH2:8]1. Reactant: [N:1]([CH:4]([CH:6]1[CH2:11][CH2:10][O:9][CH2:8][CH2:7]1)[CH3:5])=[N+]=[N-].